This data is from Forward reaction prediction with 1.9M reactions from USPTO patents (1976-2016). The task is: Predict the product of the given reaction. (1) Given the reactants [C:1]1([N:7]2[C:11]([C:12]3[CH:17]=[CH:16][CH:15]=[CH:14][CH:13]=3)=[CH:10][C:9]([CH2:18][CH2:19][CH:20]=O)=[N:8]2)[CH:6]=[CH:5][CH:4]=[CH:3][CH:2]=1.[F:22][C:23]1[CH:28]=[CH:27][CH:26]=[CH:25][C:24]=1[N:29]1[CH2:34][CH2:33][NH:32][CH2:31][CH2:30]1.CCN(C(C)C)C(C)C.[BH-](OC(C)=O)(OC(C)=O)OC(C)=O.[Na+], predict the reaction product. The product is: [F:22][C:23]1[CH:28]=[CH:27][CH:26]=[CH:25][C:24]=1[N:29]1[CH2:34][CH2:33][N:32]([CH2:20][CH2:19][CH2:18][C:9]2[CH:10]=[C:11]([C:12]3[CH:17]=[CH:16][CH:15]=[CH:14][CH:13]=3)[N:7]([C:1]3[CH:6]=[CH:5][CH:4]=[CH:3][CH:2]=3)[N:8]=2)[CH2:31][CH2:30]1. (2) The product is: [OH:11][CH:7]1[CH2:8][CH2:9][CH2:10][CH:5]([C:3]([O:2][CH3:1])=[O:4])[CH2:6]1. Given the reactants [CH3:1][O:2][C:3]([CH:5]1[CH2:10][CH2:9][CH2:8][C:7](=[O:11])[CH2:6]1)=[O:4].[BH4-].[Na+].O.CCOC(C)=O, predict the reaction product. (3) Given the reactants [C:1]([O:5][C:6]([N:8]1[C:12]2[CH:13]=[CH:14][CH:15]=[CH:16][C:11]=2[N:10]=[C:9]1Cl)=[O:7])([CH3:4])([CH3:3])[CH3:2].[N:18]12[CH2:26][CH2:25][CH:22]([CH2:23][CH2:24]1)[NH:21][CH2:20][CH2:19]2.C1(P(C2C=CC=CC=2)C2C=CC3C(=CC=CC=3)C=2C2C3C(=CC=CC=3)C=CC=2P(C2C=CC=CC=2)C2C=CC=CC=2)C=CC=CC=1.CC(C)([O-])C.[Na+], predict the reaction product. The product is: [C:1]([O:5][C:6]([N:8]1[C:12]2[CH:13]=[CH:14][CH:15]=[CH:16][C:11]=2[N:10]=[C:9]1[CH:19]1[CH2:20][NH:21][CH:22]2[CH2:25][CH2:26][N:18]1[CH2:24][CH2:23]2)=[O:7])([CH3:4])([CH3:3])[CH3:2]. (4) The product is: [O:14]1[CH:15]=[CH:16][CH:17]=[C:13]1[C:4]1[N:3]=[C:2]([NH:19][CH3:18])[CH:7]=[C:6]([C:8]2[S:9][CH:10]=[CH:11][N:12]=2)[N:5]=1. Given the reactants Cl[C:2]1[CH:7]=[C:6]([C:8]2[S:9][CH:10]=[CH:11][N:12]=2)[N:5]=[C:4]([C:13]2[O:14][CH:15]=[CH:16][CH:17]=2)[N:3]=1.[CH3:18][NH2:19], predict the reaction product. (5) Given the reactants Br[CH2:2][C:3]1[CH:8]=[CH:7][C:6]([N:9]2[CH2:14][CH2:13][N:12]([CH2:15][CH3:16])[CH2:11][CH2:10]2)=[CH:5][C:4]=1[Cl:17].[CH3:18][C:19]1[N:24]=[C:23]([SH:25])[N:22]=[C:21]([OH:26])[CH:20]=1.C(N(CC)CC)C, predict the reaction product. The product is: [Cl:17][C:4]1[CH:5]=[C:6]([N:9]2[CH2:14][CH2:13][N:12]([CH2:15][CH3:16])[CH2:11][CH2:10]2)[CH:7]=[CH:8][C:3]=1[CH2:2][S:25][C:23]1[N:22]=[C:21]([OH:26])[CH:20]=[C:19]([CH3:18])[N:24]=1. (6) Given the reactants [NH2:1][C:2]1[CH:7]=[CH:6][CH:5]=[CH:4][CH:3]=1.[OH:8][P:9]=[O:10], predict the reaction product. The product is: [PH2:9]([O-:10])=[O:8].[NH3+:1][C:2]1[CH:7]=[CH:6][CH:5]=[CH:4][CH:3]=1. (7) Given the reactants ClC[C:3]1[CH:11]=[CH:10][C:6]([C:7]([OH:9])=[O:8])=[CH:5][CH:4]=1.[CH2:12]([N:14]([CH2:18][CH3:19])[C:15](=[S:17])[SH:16])[CH3:13].[Na].[C:21](=O)(O)N, predict the reaction product. The product is: [CH2:12]([N:14]([CH2:18][CH3:19])[C:15]([S:16][CH2:21][C:6]1([CH:5]=[CH:4][CH:3]=[CH:11][CH2:10]1)[C:7]([OH:9])=[O:8])=[S:17])[CH3:13]. (8) Given the reactants [CH3:1][O:2][C:3](=[O:14])[C:4]([C:6]1[CH:11]=[CH:10][C:9]([Cl:12])=[CH:8][C:7]=1[Cl:13])=[CH2:5].[NH:15]1[CH2:19][CH2:18][CH2:17][CH2:16]1, predict the reaction product. The product is: [CH3:1][O:2][C:3](=[O:14])[CH:4]([C:6]1[CH:11]=[CH:10][C:9]([Cl:12])=[CH:8][C:7]=1[Cl:13])[CH2:5][N:15]1[CH2:19][CH2:18][CH2:17][CH2:16]1. (9) The product is: [C:1]1([N:7]2[C:11]3=[N:12][CH:13]=[CH:14][CH:15]=[C:10]3[N:9]=[C:8]2[C@@H:16]([NH:19][C:21]2[N:29]=[CH:28][N:27]=[C:26]3[C:22]=2[N:23]=[CH:24][NH:25]3)[CH2:17][CH3:18])[CH:2]=[CH:3][CH:4]=[CH:5][CH:6]=1. Given the reactants [C:1]1([N:7]2[C:11]3=[N:12][CH:13]=[CH:14][CH:15]=[C:10]3[N:9]=[C:8]2[C@@H:16]([NH2:19])[CH2:17][CH3:18])[CH:6]=[CH:5][CH:4]=[CH:3][CH:2]=1.Cl[C:21]1[N:29]=[CH:28][N:27]=[C:26]2[C:22]=1[N:23]=[CH:24][N:25]2C1CCCCO1.CCN(C(C)C)C(C)C, predict the reaction product. (10) Given the reactants [CH3:1][S:2]([OH:5])(=[O:4])=[O:3].[CH3:6][C:7]1([CH3:28])[C:11](=[O:12])[C:10]([C:13]2[CH:18]=[CH:17][C:16]([O:19][CH2:20][C:21]3[CH:26]=[CH:25][C:24]([CH3:27])=[CH:23][N:22]=3)=[CH:15][CH:14]=2)=[CH:9][O:8]1, predict the reaction product. The product is: [CH3:1][S:2]([OH:5])(=[O:4])=[O:3].[CH3:20][O:19][C:16]1[CH:17]=[CH:18][C:13]([C:9]2[O:8][C:7]([CH3:28])([CH3:6])[C:11](=[O:12])[C:10]=2[C:13]2[CH:14]=[CH:15][C:16]([O:19][CH2:20][C:21]3[CH:26]=[CH:25][C:24]([CH3:27])=[CH:23][N:22]=3)=[CH:17][CH:18]=2)=[CH:14][CH:15]=1.